The task is: Predict which catalyst facilitates the given reaction.. This data is from Catalyst prediction with 721,799 reactions and 888 catalyst types from USPTO. Reactant: I[CH2:2][CH2:3][CH2:4][OH:5].[Br:6][C:7]1[CH:12]=[CH:11][C:10]([OH:13])=[C:9]([C:14]([F:17])([F:16])[F:15])[CH:8]=1.C(=O)([O-])[O-].[K+].[K+]. Product: [Br:6][C:7]1[CH:12]=[CH:11][C:10]([O:13][CH2:2][CH2:3][CH2:4][OH:5])=[C:9]([C:14]([F:15])([F:16])[F:17])[CH:8]=1. The catalyst class is: 647.